From a dataset of NCI-60 drug combinations with 297,098 pairs across 59 cell lines. Regression. Given two drug SMILES strings and cell line genomic features, predict the synergy score measuring deviation from expected non-interaction effect. (1) Drug 1: CC1OCC2C(O1)C(C(C(O2)OC3C4COC(=O)C4C(C5=CC6=C(C=C35)OCO6)C7=CC(=C(C(=C7)OC)O)OC)O)O. Drug 2: C1=CC=C(C=C1)NC(=O)CCCCCCC(=O)NO. Cell line: NCI-H522. Synergy scores: CSS=42.9, Synergy_ZIP=2.42, Synergy_Bliss=8.98, Synergy_Loewe=9.07, Synergy_HSA=11.2. (2) Drug 1: C1CN1P(=S)(N2CC2)N3CC3. Drug 2: C1C(C(OC1N2C=NC3=C(N=C(N=C32)Cl)N)CO)O. Cell line: RXF 393. Synergy scores: CSS=4.95, Synergy_ZIP=-1.63, Synergy_Bliss=-0.212, Synergy_Loewe=1.38, Synergy_HSA=1.08. (3) Drug 1: C(CN)CNCCSP(=O)(O)O. Drug 2: CC1C(C(CC(O1)OC2CC(CC3=C2C(=C4C(=C3O)C(=O)C5=C(C4=O)C(=CC=C5)OC)O)(C(=O)CO)O)N)O.Cl. Cell line: RXF 393. Synergy scores: CSS=46.4, Synergy_ZIP=0.0691, Synergy_Bliss=0.839, Synergy_Loewe=-53.4, Synergy_HSA=1.09. (4) Drug 1: C1=CN(C(=O)N=C1N)C2C(C(C(O2)CO)O)O.Cl. Drug 2: CS(=O)(=O)CCNCC1=CC=C(O1)C2=CC3=C(C=C2)N=CN=C3NC4=CC(=C(C=C4)OCC5=CC(=CC=C5)F)Cl. Cell line: 786-0. Synergy scores: CSS=21.1, Synergy_ZIP=-8.22, Synergy_Bliss=1.68, Synergy_Loewe=-1.34, Synergy_HSA=1.53. (5) Drug 1: COC1=CC(=CC(=C1O)OC)C2C3C(COC3=O)C(C4=CC5=C(C=C24)OCO5)OC6C(C(C7C(O6)COC(O7)C8=CC=CS8)O)O. Drug 2: CCCS(=O)(=O)NC1=C(C(=C(C=C1)F)C(=O)C2=CNC3=C2C=C(C=N3)C4=CC=C(C=C4)Cl)F. Cell line: ACHN. Synergy scores: CSS=62.2, Synergy_ZIP=0.0698, Synergy_Bliss=1.17, Synergy_Loewe=-15.4, Synergy_HSA=2.87. (6) Drug 1: C1=C(C(=O)NC(=O)N1)F. Drug 2: C1CN1P(=S)(N2CC2)N3CC3. Cell line: RXF 393. Synergy scores: CSS=32.1, Synergy_ZIP=-10.3, Synergy_Bliss=0.718, Synergy_Loewe=-0.0234, Synergy_HSA=1.17.